From a dataset of Full USPTO retrosynthesis dataset with 1.9M reactions from patents (1976-2016). Predict the reactants needed to synthesize the given product. (1) Given the product [OH:2][C:3]1[CH:20]=[CH:19][C:6]([NH:7][C:8]2[CH:18]=[CH:17][C:11]3[NH:12][C:13](=[O:16])[CH2:14][O:15][C:10]=3[CH:9]=2)=[CH:5][CH:4]=1, predict the reactants needed to synthesize it. The reactants are: C[O:2][C:3]1[CH:20]=[CH:19][C:6]([NH:7][C:8]2[CH:18]=[CH:17][C:11]3[NH:12][C:13](=[O:16])[CH2:14][O:15][C:10]=3[CH:9]=2)=[CH:5][CH:4]=1.B(Br)(Br)Br. (2) The reactants are: [CH2:1]([O:3][C:4]([C:6]1[C:11]([OH:12])=[CH:10][C:9](=[O:13])[NH:8][CH:7]=1)=[O:5])[CH3:2].[N+:14]([O-])([OH:16])=[O:15]. Given the product [CH2:1]([O:3][C:4]([C:6]1[C:11]([OH:12])=[C:10]([N+:14]([O-:16])=[O:15])[C:9](=[O:13])[NH:8][CH:7]=1)=[O:5])[CH3:2], predict the reactants needed to synthesize it. (3) Given the product [C:16]([O:15][C@@H:8]1[C@H:7]([O:19][CH2:20][C:21]2[CH:26]=[CH:25][CH:24]=[CH:23][CH:22]=2)[C@@:6]([CH2:5][O:4][C:1](=[O:3])[CH3:2])([CH2:27][O:28][CH2:29][C:30]2[CH:31]=[CH:32][CH:33]=[CH:34][CH:35]=2)[O:14][C@H:9]1[N:36]1[CH:43]=[CH:42][C:40](=[O:41])[NH:39][C:37]1=[O:38])(=[O:18])[CH3:17], predict the reactants needed to synthesize it. The reactants are: [C:1]([O:4][CH2:5][C@:6]1([CH2:27][O:28][CH2:29][C:30]2[CH:35]=[CH:34][CH:33]=[CH:32][CH:31]=2)[O:14][CH:9](OC(=O)C)[C@H:8]([O:15][C:16](=[O:18])[CH3:17])[C@@H:7]1[O:19][CH2:20][C:21]1[CH:26]=[CH:25][CH:24]=[CH:23][CH:22]=1)(=[O:3])[CH3:2].[NH:36]1[CH:43]=[CH:42][C:40](=[O:41])[NH:39][C:37]1=[O:38].C/C(/O[Si](C)(C)C)=N\[Si](C)(C)C.O([Si](C)(C)C)S(C(F)(F)F)(=O)=O. (4) Given the product [C:1]([O:5][C:6]([N:7]([CH:8]1[CH2:13][CH2:12][O:11][CH2:10][CH2:9]1)[CH2:14][CH2:15][NH:16][C:17]1[N:22]2[N:23]=[C:24]([CH3:35])[C:25]([C:26]3[C:27]([Cl:34])=[CH:28][C:29]([O:33][S:48]([CH3:47])(=[O:50])=[O:49])=[CH:30][C:31]=3[Cl:32])=[C:21]2[N:20]=[C:19]([CH3:36])[CH:18]=1)=[O:37])([CH3:4])([CH3:3])[CH3:2], predict the reactants needed to synthesize it. The reactants are: [C:1]([O:5][C:6](=[O:37])[N:7]([CH2:14][CH2:15][NH:16][C:17]1[N:22]2[N:23]=[C:24]([CH3:35])[C:25]([C:26]3[C:31]([Cl:32])=[CH:30][C:29]([OH:33])=[CH:28][C:27]=3[Cl:34])=[C:21]2[N:20]=[C:19]([CH3:36])[CH:18]=1)[CH:8]1[CH2:13][CH2:12][O:11][CH2:10][CH2:9]1)([CH3:4])([CH3:3])[CH3:2].N1C(C)=CC=CC=1C.F[C:47](F)(F)[S:48](O[S:48]([C:47](F)(F)F)(=[O:50])=[O:49])(=[O:50])=[O:49]. (5) Given the product [C:1]([O:5][C:6]([NH:8][CH2:9][C:10]([NH:12][CH2:13][C:14]([NH:16][C@H:17]([C:25]([NH:27][CH2:28][C:81]([NH:80][CH2:79][CH2:78][CH2:77][C:76]([NH:75][C@@H:72]1[C:71]2=[C:62]3[CH2:61][N:60]4[C:91](=[CH:92][C:93]5[C@:54]([CH2:52][CH3:53])([OH:96])[C:55](=[O:95])[O:56][CH2:57][C:58]=5[C:59]4=[O:94])[C:63]3=[N:64][C:65]3[CH:66]=[C:67]([F:90])[C:68]([CH3:89])=[C:69]([C:70]=32)[CH2:74][CH2:73]1)=[O:88])=[O:82])=[O:26])[CH2:18][C:19]1[CH:20]=[CH:21][CH:22]=[CH:23][CH:24]=1)=[O:15])=[O:11])=[O:7])([CH3:4])([CH3:3])[CH3:2], predict the reactants needed to synthesize it. The reactants are: [C:1]([O:5][C:6]([NH:8][CH2:9][C:10]([NH:12][CH2:13][C:14]([NH:16][C@H:17]([C:25]([NH:27][CH2:28]C(O)=O)=[O:26])[CH2:18][C:19]1[CH:24]=[CH:23][CH:22]=[CH:21][CH:20]=1)=[O:15])=[O:11])=[O:7])([CH3:4])([CH3:3])[CH3:2].ON1C(=O)CCC1=O.Cl.C(N=C=NCCCN(C)C)C.[CH2:52]([C@:54]1([OH:96])[C:93]2[CH:92]=[C:91]3[N:60]([CH2:61][C:62]4[C:63]3=[N:64][C:65]3[CH:66]=[C:67]([F:90])[C:68]([CH3:89])=[C:69]5[CH2:74][CH2:73][C@H:72]([NH:75][C:76](=[O:88])[CH2:77][CH2:78][CH2:79][NH:80][C:81](=O)[O:82]C(C)(C)C)[C:71]=4[C:70]=35)[C:59](=[O:94])[C:58]=2[CH2:57][O:56][C:55]1=[O:95])[CH3:53]. (6) Given the product [F:8][CH:9]([F:20])[C:10]1[N:15]=[C:14]([C:16]2[NH:7][C:5](=[O:6])[NH:4][C:2](=[O:3])[N:1]=2)[CH:13]=[N:12][CH:11]=1, predict the reactants needed to synthesize it. The reactants are: [NH2:1][C:2]([NH:4][C:5]([NH2:7])=[O:6])=[O:3].[F:8][CH:9]([F:20])[C:10]1[N:15]=[C:14]([C:16](OC)=O)[CH:13]=[N:12][CH:11]=1.C(OC)(OC)OC.C(O)(C(F)(F)F)=O.CC[O-].[Na+]. (7) Given the product [CH3:26][CH:27]([S:28][CH2:29][CH:30]1[CH2:35][CH2:34][N:33]([C:36]([O:38][C:39]([CH3:42])([CH3:41])[CH3:40])=[O:37])[CH2:32][CH2:31]1)[CH3:1], predict the reactants needed to synthesize it. The reactants are: [CH3:1]S(OCC1CCN(C(OC(C)(C)C)=O)CC1)(=O)=O.C([S-])CC.[Na+].F[C:26](F)(F)[CH2:27][S:28][CH2:29][CH:30]1[CH2:35][CH2:34][N:33]([C:36]([O:38][C:39]([CH3:42])([CH3:41])[CH3:40])=[O:37])[CH2:32][CH2:31]1. (8) The reactants are: [OH:1][CH2:2][CH:3]([CH2:5][OH:6])[OH:4].[C:7]([OH:14])(=[O:13])/[CH:8]=[CH:9]\[C:10]([OH:12])=[O:11].[C:15]([OH:28])(=[O:27])[CH2:16][CH2:17][CH2:18][CH2:19][CH2:20][CH2:21][CH2:22][CH2:23][C:24]([OH:26])=[O:25].O. Given the product [OH:1][CH2:2][CH:3]([CH2:5][OH:6])[OH:4].[C:7]([OH:14])(=[O:13])/[CH:8]=[CH:9]\[C:10]([OH:12])=[O:11].[C:15]([OH:28])(=[O:27])[CH2:16][CH2:17][CH2:18][CH2:19][CH2:20][CH2:21][CH2:22][CH2:23][C:24]([OH:26])=[O:25], predict the reactants needed to synthesize it. (9) Given the product [CH2:51]([N:52]([CH2:55][CH3:56])[CH2:53][CH2:54][O:43][C:40]1[CH:41]=[CH:42][C:37]([NH:36][C:34]2[S:35][C:31]([C:28]3[CH:29]=[CH:30][S:26][CH:27]=3)=[CH:32][N:33]=2)=[C:38]([C:44]([F:47])([F:46])[F:45])[CH:39]=1)[CH3:50], predict the reactants needed to synthesize it. The reactants are: CN(C)CCCOC1C=CC(C2SC(NC3C=CC=CC=3)=NC=2)=CC=1.[S:26]1[CH:30]=[CH:29][C:28]([C:31]2[S:35][C:34]([NH:36][C:37]3[CH:42]=[CH:41][C:40]([OH:43])=[CH:39][C:38]=3[C:44]([F:47])([F:46])[F:45])=[N:33][CH:32]=2)=[CH:27]1.Cl.Cl[CH2:50][CH2:51][N:52]([CH2:55][CH3:56])[CH2:53][CH3:54].